From a dataset of Peptide-MHC class II binding affinity with 134,281 pairs from IEDB. Regression. Given a peptide amino acid sequence and an MHC pseudo amino acid sequence, predict their binding affinity value. This is MHC class II binding data. (1) The peptide sequence is GPKDNGGACGYKDVD. The MHC is HLA-DQA10501-DQB10201 with pseudo-sequence HLA-DQA10501-DQB10201. The binding affinity (normalized) is 0. (2) The peptide sequence is SCDDWLGGSVAEDID. The MHC is H-2-IAd with pseudo-sequence H-2-IAd. The binding affinity (normalized) is 0. (3) The peptide sequence is ISETLKSISSMTIREFPR. The MHC is DRB1_0101 with pseudo-sequence DRB1_0101. The binding affinity (normalized) is 0.430.